Dataset: Peptide-MHC class I binding affinity with 185,985 pairs from IEDB/IMGT. Task: Regression. Given a peptide amino acid sequence and an MHC pseudo amino acid sequence, predict their binding affinity value. This is MHC class I binding data. The peptide sequence is MYPFIFFIV. The MHC is HLA-A02:11 with pseudo-sequence HLA-A02:11. The binding affinity (normalized) is 0.0847.